This data is from Forward reaction prediction with 1.9M reactions from USPTO patents (1976-2016). The task is: Predict the product of the given reaction. Given the reactants C[N:2](C)/[CH:3]=[CH:4]/[C:5]([C:7]1[C:12](=[O:13])[CH:11]=[CH:10][N:9]([C:14]2[CH:19]=[CH:18][CH:17]=[C:16]([S:20]([CH3:23])(=[O:22])=[O:21])[CH:15]=2)[N:8]=1)=O.[OH:25][C:26]1[CH:31]=[CH:30][C:29]([NH:32]N)=[CH:28][CH:27]=1, predict the reaction product. The product is: [OH:25][C:26]1[CH:31]=[CH:30][C:29]([N:32]2[C:5]([C:7]3[C:12](=[O:13])[CH:11]=[CH:10][N:9]([C:14]4[CH:19]=[CH:18][CH:17]=[C:16]([S:20]([CH3:23])(=[O:22])=[O:21])[CH:15]=4)[N:8]=3)=[CH:4][CH:3]=[N:2]2)=[CH:28][CH:27]=1.